From a dataset of Full USPTO retrosynthesis dataset with 1.9M reactions from patents (1976-2016). Predict the reactants needed to synthesize the given product. (1) The reactants are: [C:1]1([S:7]([C:10]2([CH2:15][CH2:16][CH2:17]O)[CH2:14][CH:13]=[CH:12][CH2:11]2)(=[O:9])=[O:8])[CH:6]=[CH:5][CH:4]=[CH:3][CH:2]=1.C(N(CC)CC)C.CS(Cl)(=O)=O.[CH3:31][C:32]1[CH2:33][NH:34][CH2:35][CH2:36][C:37]=1[CH3:38].C(=O)([O-])[O-].[K+].[K+]. Given the product [C:1]1([S:7]([C:10]2([CH2:15][CH2:16][CH2:17][N:34]3[CH2:33][C:32]([CH3:31])=[C:37]([CH3:38])[CH2:36][CH2:35]3)[CH2:14][CH:13]=[CH:12][CH2:11]2)(=[O:9])=[O:8])[CH:6]=[CH:5][CH:4]=[CH:3][CH:2]=1, predict the reactants needed to synthesize it. (2) The reactants are: [CH3:1][O:2][C:3]1[CH:4]=[C:5]([CH:18]=[C:19]([O:21][CH3:22])[CH:20]=1)[C:6]1[O:7][C:8]2[C:13]([C:14](=[O:16])[CH:15]=1)=[CH:12][CH:11]=[C:10]([OH:17])[CH:9]=2.Br[C:24]([Br:27])([CH3:26])C.[C:28](=O)([O-])[O-].[K+].[K+].[K+].[Br-]. Given the product [Br:27][CH2:24][CH2:26][CH2:28][O:17][C:10]1[CH:9]=[C:8]2[C:13]([C:14](=[O:16])[CH:15]=[C:6]([C:5]3[CH:4]=[C:3]([O:2][CH3:1])[CH:20]=[C:19]([O:21][CH3:22])[CH:18]=3)[O:7]2)=[CH:12][CH:11]=1, predict the reactants needed to synthesize it. (3) Given the product [CH3:28][N:21]1[C:20]([N:18]2[CH2:19][C:13]3([CH2:12][O:9]3)[CH2:14][C@@H:15]([NH:29][C:30](=[O:36])[O:31][C:32]([CH3:33])([CH3:35])[CH3:34])[CH2:16][CH2:17]2)=[C:24]([N+:25]([O-:27])=[O:26])[CH:23]=[N:22]1, predict the reactants needed to synthesize it. The reactants are: C1C=C(Cl)C=C(C(OO)=[O:9])C=1.[CH2:12]=[C:13]1[CH2:19][N:18]([C:20]2[N:21]([CH3:28])[N:22]=[CH:23][C:24]=2[N+:25]([O-:27])=[O:26])[CH2:17][CH2:16][C@H:15]([NH:29][C:30](=[O:36])[O:31][C:32]([CH3:35])([CH3:34])[CH3:33])[CH2:14]1. (4) Given the product [Cl:1][C:2]1[C:3]2[C:10]([C:20]3[CH:21]=[CH:22][C:17]([CH:15]=[O:16])=[CH:18][CH:19]=3)=[CH:9][N:8]([CH:12]([CH3:14])[CH3:13])[C:4]=2[N:5]=[CH:6][N:7]=1, predict the reactants needed to synthesize it. The reactants are: [Cl:1][C:2]1[C:3]2[C:10](I)=[CH:9][N:8]([CH:12]([CH3:14])[CH3:13])[C:4]=2[N:5]=[CH:6][N:7]=1.[CH:15]([C:17]1[CH:22]=[CH:21][C:20](B(O)O)=[CH:19][CH:18]=1)=[O:16].C1(C)C=CC=CC=1.C(=O)(O)[O-].[Na+].